Task: Regression/Classification. Given a drug SMILES string, predict its absorption, distribution, metabolism, or excretion properties. Task type varies by dataset: regression for continuous measurements (e.g., permeability, clearance, half-life) or binary classification for categorical outcomes (e.g., BBB penetration, CYP inhibition). Dataset: cyp3a4_veith.. Dataset: CYP3A4 inhibition data for predicting drug metabolism from PubChem BioAssay (1) The compound is CS(=O)(=O)Nc1cccc(-c2nc(N3CCNCC3)c3ccccc3n2)c1. The result is 0 (non-inhibitor). (2) The result is 0 (non-inhibitor). The molecule is CCN(CC)S(=O)(=O)c1ccc(Cl)c(NC(=O)c2ccccc2C)c1.